Predict the product of the given reaction. From a dataset of Forward reaction prediction with 1.9M reactions from USPTO patents (1976-2016). (1) Given the reactants [CH3:1][O:2][C:3](=[O:11])[C:4]1[CH:9]=[CH:8][C:7]([NH2:10])=[CH:6][CH:5]=1.[CH3:12][S:13]([C:16]1[CH:21]=[CH:20][C:19]([S:22](Cl)(=[O:24])=[O:23])=[CH:18][CH:17]=1)(=[O:15])=[O:14].ClCCl, predict the reaction product. The product is: [CH3:1][O:2][C:3](=[O:11])[C:4]1[CH:9]=[CH:8][C:7]([NH:10][S:22]([C:19]2[CH:18]=[CH:17][C:16]([S:13]([CH3:12])(=[O:15])=[O:14])=[CH:21][CH:20]=2)(=[O:24])=[O:23])=[CH:6][CH:5]=1. (2) Given the reactants [NH2:1][CH2:2][CH2:3][CH2:4][CH2:5][CH2:6][CH2:7][N:8]1[CH2:13][CH2:12][CH:11]([C:14]2[CH:15]=[C:16]([NH:20][C:21](=[O:25])[CH:22]([CH3:24])[CH3:23])[CH:17]=[CH:18][CH:19]=2)[CH2:10][CH2:9]1.[C:26]1([N:32]2[C:36]([CH2:37][CH2:38][CH3:39])=[C:35]([C:40](Cl)=[O:41])[CH:34]=[N:33]2)[CH:31]=[CH:30][CH:29]=[CH:28][CH:27]=1, predict the reaction product. The product is: [C:21]([NH:20][C:16]1[CH:15]=[C:14]([CH:11]2[CH2:12][CH2:13][N:8]([CH2:7][CH2:6][CH2:5][CH2:4][CH2:3][CH2:2][NH:1][C:40]([C:35]3[CH:34]=[N:33][N:32]([C:26]4[CH:31]=[CH:30][CH:29]=[CH:28][CH:27]=4)[C:36]=3[CH2:37][CH2:38][CH3:39])=[O:41])[CH2:9][CH2:10]2)[CH:19]=[CH:18][CH:17]=1)(=[O:25])[CH:22]([CH3:23])[CH3:24]. (3) Given the reactants [NH2:1][C:2]1[CH:7]=[CH:6][C:5]([N:8]2[C:14](=[O:15])[CH2:13][C:12](=[O:16])[NH:11][C:10]3[C:17]4[C:22]([CH:23]=[CH:24][C:9]2=3)=[CH:21][CH:20]=[CH:19][CH:18]=4)=[CH:4][CH:3]=1.[N:25]1[CH:30]=[CH:29][CH:28]=[C:27]([S:31](Cl)(=[O:33])=[O:32])[CH:26]=1, predict the reaction product. The product is: [O:16]=[C:12]1[NH:11][C:10]2[C:17]3[C:22]([CH:23]=[CH:24][C:9]=2[N:8]([C:5]2[CH:6]=[CH:7][C:2]([NH:1][S:31]([C:27]4[CH:26]=[N:25][CH:30]=[CH:29][CH:28]=4)(=[O:33])=[O:32])=[CH:3][CH:4]=2)[C:14](=[O:15])[CH2:13]1)=[CH:21][CH:20]=[CH:19][CH:18]=3. (4) Given the reactants [OH:1][C:2]1[CH:3]=[C:4]([CH:9]=[C:10]([OH:12])[CH:11]=1)[C:5]([O:7][CH3:8])=[O:6].Br[C:14]1[CH:19]=[CH:18][CH:17]=[C:16]([C:20]([F:23])([F:22])[F:21])[CH:15]=1.C(=O)([O-])[O-].[K+].[K+], predict the reaction product. The product is: [OH:1][C:2]1[CH:11]=[C:10]([O:12][C:14]2[CH:19]=[CH:18][CH:17]=[C:16]([C:20]([F:23])([F:22])[F:21])[CH:15]=2)[CH:9]=[C:4]([CH:3]=1)[C:5]([O:7][CH3:8])=[O:6]. (5) Given the reactants [F:1][C:2]1[CH:3]=[C:4]([C:8]2([CH2:29][CH2:30][N:31]3[C@H:36]4[CH2:37][CH2:38][C@@H:32]3[CH2:33][CH:34]([N:39]3[C:43]5[CH:44]=[CH:45][CH:46]=[CH:47][C:42]=5[N:41]=[C:40]3[CH3:48])[CH2:35]4)[CH2:13][CH2:12][N:11]([C:14]([C@@H:16]([NH:21]C(=O)OC(C)(C)C)[C:17]([CH3:20])([CH3:19])[CH3:18])=[O:15])[CH2:10][CH2:9]2)[CH:5]=[CH:6][CH:7]=1.Cl, predict the reaction product. The product is: [F:1][C:2]1[CH:3]=[C:4]([C:8]2([CH2:29][CH2:30][N:31]3[C@H:36]4[CH2:37][CH2:38][C@@H:32]3[CH2:33][CH:34]([N:39]3[C:43]5[CH:44]=[CH:45][CH:46]=[CH:47][C:42]=5[N:41]=[C:40]3[CH3:48])[CH2:35]4)[CH2:13][CH2:12][N:11]([C:14](=[O:15])[C@@H:16]([NH2:21])[C:17]([CH3:20])([CH3:19])[CH3:18])[CH2:10][CH2:9]2)[CH:5]=[CH:6][CH:7]=1.